Dataset: NCI-60 drug combinations with 297,098 pairs across 59 cell lines. Task: Regression. Given two drug SMILES strings and cell line genomic features, predict the synergy score measuring deviation from expected non-interaction effect. Drug 1: C1CCN(CC1)CCOC2=CC=C(C=C2)C(=O)C3=C(SC4=C3C=CC(=C4)O)C5=CC=C(C=C5)O. Drug 2: CC1OCC2C(O1)C(C(C(O2)OC3C4COC(=O)C4C(C5=CC6=C(C=C35)OCO6)C7=CC(=C(C(=C7)OC)O)OC)O)O. Cell line: MDA-MB-231. Synergy scores: CSS=40.1, Synergy_ZIP=1.13, Synergy_Bliss=-0.209, Synergy_Loewe=-7.84, Synergy_HSA=-1.67.